This data is from Experimentally validated miRNA-target interactions with 360,000+ pairs, plus equal number of negative samples. The task is: Binary Classification. Given a miRNA mature sequence and a target amino acid sequence, predict their likelihood of interaction. (1) The miRNA is mmu-miR-30e-5p with sequence UGUAAACAUCCUUGACUGGAAG. The protein sequence of the target gene is MRSSKSKEVPLPNPRNSQSKETIQDVTTSWDALSQTKAALRHIENKLEVTPTSTAVIDSVMDTKKSASATRKISRKDGRCLDDSWASAPTSKFSKPRKEKSRSPLRATTLESNVKKNNRVEFREPLVSYRETHGTPFSLSPSHLESKHVYCIHEEKPESGKQMVVSREDRNIQCCDFESAQPSVISDTVVRFLNDGPAIDALHSSECLMKMGVHVRTEDEMPNRTKGSENNSKPSLNNMEHDVDPKVMLLSDSSPSSSACNSQRSDISKRQQHDIKLEKLKERIRKQWEHSEEINGQAQT.... Result: 1 (interaction). (2) The miRNA is mmu-miR-152-3p with sequence UCAGUGCAUGACAGAACUUGG. The protein sequence of the target gene is MGKSFANFMCKKDFHPASKSNIKKVWMAEQKISYDKKKQEELMQQYLKEQESYDNRLLMGDERVKNGLNFMYEAPPGVKKENKEKEETEGETEYKFEWQKGAPREKYAKDDMNIRDQPFGIQVRNVRCIKCHKWGHVNTDRECPLFGLSGINASSVPTDGSGPSMHPSELIAEMRNSGFALKRNVLGRNLTANDPSQDYVASDCEEDPEVEFLKSLTTKQKQKLLRKLDRLEKKKKKKKSDKKKKKLQKSKNKHKKRKNKSPSSSSSSSSSSSSSSSSSSSSSSSSETSDSSSESDNKEK.... Result: 0 (no interaction). (3) The protein sequence of the target gene is MAANVGDQRSTDWSSQYSMVAGAGRENGMETPMHENPEWEKARQALASISKSGAAGGSAKSSSNGPVASAQYVSQAEASALQQQQYYQWYQQYNYAYPYSYYYPMSMYQSYGSPSQYGMAGSYGSATPQQPSAPQHQGTLNQPPVPGMDESMSYQAPPQQLPSAQPPQPSNPPHGAHTLNSGPQPGTAPATQHSQAGPATGQAYGPHTYTEPAKPKKGQQLWNRMKPAPGTGGLKFNIQKRPFAVTTQSFGSNAEGQHSGFGPQPNPEKVQNHSGSSARGNLSGKPDDWPQDMKEYVERC.... Result: 1 (interaction). The miRNA is hsa-miR-615-3p with sequence UCCGAGCCUGGGUCUCCCUCUU. (4) The miRNA is mmu-miR-3085-3p with sequence UCUGGCUGCUAUGGCCCCCUC. The protein sequence of the target gene is MDQKLSQLIEELTTSGESQLNAQKMKELKKICKSSEEQLSHAYRLLITQLTQGHAEIRLSAFQIVDELFTRSHQFRMLLVSDFQEFLELTLGTDSDRPLPPPREAAQRLRQAAMQAVEGWNEKFGQAYKKLALGYHFLKHTKKVDFRDINVRTVAERKREEEKQKHLDKIHRESADRAKREMEEMYDEIECCLTEVENCFKLLVPLDFVPCPEDKFFGEASSMTEGYAPCPLSPDLATPRESGLSGPQDEEQPCCSKDLVASAYHVGSVVGLKALPQTAMKDSSRDEDEPSDPDDFLRSH.... Result: 1 (interaction).